Dataset: Full USPTO retrosynthesis dataset with 1.9M reactions from patents (1976-2016). Task: Predict the reactants needed to synthesize the given product. (1) Given the product [CH3:21][O:20][CH2:19][CH2:18][NH:17][C:16]([C:13]1[N:12]=[CH:11][C:10]2[N:9]=[CH:8][N:7]([C:5]3[S:4][C:3]([C:23]([O:25][CH3:26])=[O:24])=[C:2]([O:1][CH2:34][C:35]4[CH:40]=[CH:39][CH:38]=[CH:37][C:36]=4[C:41]([F:42])([F:43])[F:44])[CH:6]=3)[C:15]=2[CH:14]=1)=[O:22], predict the reactants needed to synthesize it. The reactants are: [OH:1][C:2]1[CH:6]=[C:5]([N:7]2[C:15]3[CH:14]=[C:13]([C:16](=[O:22])[NH:17][CH2:18][CH2:19][O:20][CH3:21])[N:12]=[CH:11][C:10]=3[N:9]=[CH:8]2)[S:4][C:3]=1[C:23]([O:25][CH3:26])=[O:24].C([O-])([O-])=O.[K+].[K+].Br[CH2:34][C:35]1[CH:40]=[CH:39][CH:38]=[CH:37][C:36]=1[C:41]([F:44])([F:43])[F:42]. (2) Given the product [CH2:21]([O:23][C:24]([C:25]1[CH:26]=[C:27]([NH:31][C@H:2]2[CH2:11][CH2:10][C@@H:9]3[C@@H:4]([CH2:5][C@@H:6]([C:16]([O:18][CH2:19][CH3:20])=[O:17])[N:7]([C:12]([O:14][CH3:15])=[O:13])[CH2:8]3)[CH2:3]2)[CH:28]=[CH:29][CH:30]=1)=[O:32])[CH3:22], predict the reactants needed to synthesize it. The reactants are: O=[C:2]1[CH2:11][CH2:10][CH:9]2[CH:4]([CH2:5][CH:6]([C:16]([O:18][CH2:19][CH3:20])=[O:17])[N:7]([C:12]([O:14][CH3:15])=[O:13])[CH2:8]2)[CH2:3]1.[CH2:21]([O:23][C:24](=[O:32])[C:25]1[CH:30]=[CH:29][CH:28]=[C:27]([NH2:31])[CH:26]=1)[CH3:22].C(O)(=O)C.[Na]. (3) Given the product [CH3:15][O:16][C:17](=[O:47])[CH2:18][C@H:19]1[C:23]2[CH:24]=[CH:25][C:26]([O:28][C@H:29]3[C:37]4[C:32](=[C:33]([C:2]5[CH:7]=[CH:6][CH:5]=[CH:4][C:3]=5[C:8]([F:14])([F:13])[C:9]([F:12])([F:11])[F:10])[CH:34]=[CH:35][CH:36]=4)[CH2:31][CH2:30]3)=[CH:27][C:22]=2[O:21][CH2:20]1, predict the reactants needed to synthesize it. The reactants are: Br[C:2]1[CH:7]=[CH:6][CH:5]=[CH:4][C:3]=1[C:8]([F:14])([F:13])[C:9]([F:12])([F:11])[F:10].[CH3:15][O:16][C:17](=[O:47])[CH2:18][C@H:19]1[C:23]2[CH:24]=[CH:25][C:26]([O:28][C@H:29]3[C:37]4[C:32](=[C:33](B5OC(C)(C)C(C)(C)O5)[CH:34]=[CH:35][CH:36]=4)[CH2:31][CH2:30]3)=[CH:27][C:22]=2[O:21][CH2:20]1.